This data is from Reaction yield outcomes from USPTO patents with 853,638 reactions. The task is: Predict the reaction yield, written as a fraction of the theoretical maximum amount of product (1.0 means a 100% yield; for example, 0.34 means a 34% yield). (1) The reactants are [CH2:1]([C:3]1[S:7][C:6]([NH2:8])=[N:5][N:4]=1)[CH3:2].Br[C:10]1[C:11](=[O:18])[N:12]([CH3:17])[CH:13]=[C:14]([Br:16])[CH:15]=1.CC1(C)C2C(=C(P(C3C=CC=CC=3)C3C=CC=CC=3)C=CC=2)OC2C(P(C3C=CC=CC=3)C3C=CC=CC=3)=CC=CC1=2.C([O-])([O-])=O.[Cs+].[Cs+]. The catalyst is C1C=CC(/C=C/C(/C=C/C2C=CC=CC=2)=O)=CC=1.C1C=CC(/C=C/C(/C=C/C2C=CC=CC=2)=O)=CC=1.C1C=CC(/C=C/C(/C=C/C2C=CC=CC=2)=O)=CC=1.[Pd].[Pd].O1CCOCC1. The product is [Br:16][C:14]1[CH:15]=[C:10]([NH:8][C:6]2[S:7][C:3]([CH2:1][CH3:2])=[N:4][N:5]=2)[C:11](=[O:18])[N:12]([CH3:17])[CH:13]=1. The yield is 0.470. (2) The reactants are [Cl:1][C:2]1[CH:3]=[C:4]([CH:17]=[CH:18][C:19]=1[O:20][CH3:21])[C:5]([NH:7][C:8]1[CH:16]=[CH:15][CH:14]=[CH:13][C:9]=1[C:10]([OH:12])=O)=[O:6].[CH2:22]([NH2:30])[CH2:23][C:24]1[CH:29]=[CH:28][CH:27]=[CH:26][CH:25]=1.C(N(C(C)C)CC)(C)C.CCN=C=NCCCN(C)C.CN([P+](ON1N=NC2C=CC=CC1=2)(N(C)C)N(C)C)C.F[P-](F)(F)(F)(F)F. The catalyst is CN(C=O)C. The product is [Cl:1][C:2]1[CH:3]=[C:4]([CH:17]=[CH:18][C:19]=1[O:20][CH3:21])[C:5]([NH:7][C:8]1[CH:16]=[CH:15][CH:14]=[CH:13][C:9]=1[C:10]([NH:30][CH2:22][CH2:23][C:24]1[CH:29]=[CH:28][CH:27]=[CH:26][CH:25]=1)=[O:12])=[O:6]. The yield is 0.700.